Dataset: Reaction yield outcomes from USPTO patents with 853,638 reactions. Task: Predict the reaction yield, written as a fraction of the theoretical maximum amount of product (1.0 means a 100% yield; for example, 0.34 means a 34% yield). The reactants are [Br:1][C:2]1[CH:3]=[CH:4][C:5]([OH:11])=[C:6]([C:8](=O)[CH3:9])[CH:7]=1.Br[CH2:13][C:14]([O:16][CH3:17])=[O:15].C(=O)([O-])[O-].[K+].[K+]. The catalyst is CN(C)C=O. The product is [Br:1][C:2]1[CH:3]=[CH:4][C:5]2[O:11][C:13]([C:14]([O:16][CH3:17])=[O:15])=[C:8]([CH3:9])[C:6]=2[CH:7]=1. The yield is 0.480.